From a dataset of Full USPTO retrosynthesis dataset with 1.9M reactions from patents (1976-2016). Predict the reactants needed to synthesize the given product. Given the product [CH2:14]([C@H:6]1[N:5]([CH:16]([CH3:18])[CH3:17])[C:4]2[N:3]=[C:2]([C:30]3[CH:29]=[CH:28][N:27]=[CH:26][C:25]=3[C:19]3[CH:20]=[CH:21][CH:22]=[CH:23][CH:24]=3)[N:11]=[CH:10][C:9]=2[N:8]([CH3:12])[C:7]1=[O:13])[CH3:15], predict the reactants needed to synthesize it. The reactants are: Cl[C:2]1[N:11]=[CH:10][C:9]2[N:8]([CH3:12])[C:7](=[O:13])[C@@H:6]([CH2:14][CH3:15])[N:5]([CH:16]([CH3:18])[CH3:17])[C:4]=2[N:3]=1.[C:19]1([C:25]2[CH:26]=[N:27][CH:28]=[CH:29][C:30]=2B2OC(C)(C)C(C)(C)O2)[CH:24]=[CH:23][CH:22]=[CH:21][CH:20]=1.